Dataset: Peptide-MHC class I binding affinity with 185,985 pairs from IEDB/IMGT. Task: Regression. Given a peptide amino acid sequence and an MHC pseudo amino acid sequence, predict their binding affinity value. This is MHC class I binding data. (1) The peptide sequence is DHLKEKSSL. The MHC is HLA-A26:01 with pseudo-sequence HLA-A26:01. The binding affinity (normalized) is 0.0847. (2) The peptide sequence is CPAEIVDTV. The MHC is HLA-B54:01 with pseudo-sequence HLA-B54:01. The binding affinity (normalized) is 0.787. (3) The peptide sequence is HISRQRLTKY. The MHC is HLA-A26:01 with pseudo-sequence HLA-A26:01. The binding affinity (normalized) is 0.348. (4) The peptide sequence is DITFLRPVLK. The MHC is HLA-A33:01 with pseudo-sequence HLA-A33:01. The binding affinity (normalized) is 0.199. (5) The peptide sequence is TKLYKNKSK. The MHC is HLA-A11:01 with pseudo-sequence HLA-A11:01. The binding affinity (normalized) is 0. (6) The peptide sequence is AFHQLVQVI. The MHC is HLA-A02:03 with pseudo-sequence HLA-A02:03. The binding affinity (normalized) is 0.0847. (7) The peptide sequence is MYQYIFLSF. The MHC is HLA-A30:01 with pseudo-sequence HLA-A30:01. The binding affinity (normalized) is 0.0847. (8) The peptide sequence is SSGGDPEIVM. The MHC is H-2-Db with pseudo-sequence H-2-Db. The binding affinity (normalized) is 0.0967. (9) The peptide sequence is EGFDPRALI. The MHC is HLA-B58:01 with pseudo-sequence HLA-B58:01. The binding affinity (normalized) is 0.213.